From a dataset of Forward reaction prediction with 1.9M reactions from USPTO patents (1976-2016). Predict the product of the given reaction. (1) Given the reactants CC1(C)[O:6][C:5](=[CH:7][C:8]([N:10]([CH2:13][C:14]2[CH:19]=[CH:18][C:17]([F:20])=[CH:16][C:15]=2[S:21][CH3:22])[O:11][CH3:12])=[O:9])[C:4](=[O:23])O1.C=O.[N:27]1([CH2:33][CH2:34][NH2:35])[CH2:32][CH2:31][O:30][CH2:29][CH2:28]1.Cl[C:37]1C=C(C=CC=1Cl)CN(C)C(C1CN(CCO)C(=O)C=1O)=O, predict the reaction product. The product is: [F:20][C:17]1[CH:18]=[CH:19][C:14]([CH2:13][N:10]([O:11][CH3:12])[C:8]([C:7]2[CH2:37][N:35]([CH2:34][CH2:33][N:27]3[CH2:32][CH2:31][O:30][CH2:29][CH2:28]3)[C:4](=[O:23])[C:5]=2[OH:6])=[O:9])=[C:15]([S:21][CH3:22])[CH:16]=1. (2) Given the reactants [OH:1][CH:2]1[CH2:7][CH2:6][NH:5][CH2:4][CH2:3]1.C(O[C:11]1(O[Si](C)(C)C)[CH2:13][CH2:12]1)C.C([BH3-])#N.[Na+], predict the reaction product. The product is: [CH:11]1([N:5]2[CH2:6][CH2:7][CH:2]([OH:1])[CH2:3][CH2:4]2)[CH2:13][CH2:12]1. (3) Given the reactants [CH3:1][O:2][C:3]1[C:4]([N+:10]([O-])=O)=[N:5][CH:6]=[CH:7][C:8]=1[CH3:9], predict the reaction product. The product is: [NH2:10][C:4]1[C:3]([O:2][CH3:1])=[C:8]([CH3:9])[CH:7]=[CH:6][N:5]=1. (4) Given the reactants [CH:1]1([C:4]2[CH:5]=[CH:6][C:7]([CH:12]([C:20]3[CH:21]=[CH:22][C:23]4[O:27][CH2:26][CH2:25][C:24]=4[CH:28]=3)[CH2:13][C@@H:14]3[NH:18][C:17](=[O:19])[CH2:16][CH2:15]3)=[N:8][C:9]=2[O:10]C)[CH2:3][CH2:2]1.CCCCCC, predict the reaction product. The product is: [CH:1]1([C:4]2[C:9](=[O:10])[NH:8][C:7]([CH:12]([C:20]3[CH:21]=[CH:22][C:23]4[O:27][CH2:26][CH2:25][C:24]=4[CH:28]=3)[CH2:13][C@H:14]3[CH2:15][CH2:16][C:17](=[O:19])[NH:18]3)=[CH:6][CH:5]=2)[CH2:3][CH2:2]1. (5) Given the reactants [CH2:1]1[C:11]2=[C:12]3[C:7](=[CH:8][CH:9]=[CH:10]2)[CH2:6][CH2:5][C:4](=[O:13])[N:3]3[CH2:2]1.[Cl:14][CH2:15][CH2:16][C:17](Cl)=[O:18], predict the reaction product. The product is: [Cl:14][CH2:15][CH2:16][C:17]([C:9]1[CH:8]=[C:7]2[C:12]3=[C:11]([CH2:1][CH2:2][N:3]3[C:4](=[O:13])[CH2:5][CH2:6]2)[CH:10]=1)=[O:18].